Dataset: Reaction yield outcomes from USPTO patents with 853,638 reactions. Task: Predict the reaction yield, written as a fraction of the theoretical maximum amount of product (1.0 means a 100% yield; for example, 0.34 means a 34% yield). (1) The reactants are [OH:1][C:2]1[CH:3]=[C:4]([CH:9]=[CH:10][CH:11]=1)[C:5]([O:7][CH3:8])=[O:6].N1C(C)=CC=CC=1C.[F:20][C:21]([F:34])([F:33])[S:22](O[S:22]([C:21]([F:34])([F:33])[F:20])(=[O:24])=[O:23])(=[O:24])=[O:23]. The catalyst is C(Cl)Cl. The product is [F:20][C:21]([F:34])([F:33])[S:22]([O:1][C:2]1[CH:3]=[C:4]([CH:9]=[CH:10][CH:11]=1)[C:5]([O:7][CH3:8])=[O:6])(=[O:24])=[O:23]. The yield is 0.980. (2) The reactants are C(OC(=O)[NH:5][CH:6]1[CH2:12][CH2:11][CH2:10][CH2:9][N:8]2[C:13](=[O:24])[C:14]([Br:23])=[C:15]([C:17]3[CH:22]=[CH:21][N:20]=[CH:19][N:18]=3)[N:16]=[C:7]12)C.Br. The yield is 0.330. The catalyst is C(O)(=O)C. The product is [NH2:5][CH:6]1[CH2:12][CH2:11][CH2:10][CH2:9][N:8]2[C:13](=[O:24])[C:14]([Br:23])=[C:15]([C:17]3[CH:22]=[CH:21][N:20]=[CH:19][N:18]=3)[N:16]=[C:7]12. (3) The reactants are Cl.[CH3:2][C:3]([CH2:14][C:15]1[CH:20]=[CH:19][N:18]=[CH:17][CH:16]=1)(C(OCC)=O)[C:4]([O:6]CC)=[O:5]. No catalyst specified. The product is [CH3:2][CH:3]([CH2:14][C:15]1[CH:20]=[CH:19][N:18]=[CH:17][CH:16]=1)[C:4]([OH:6])=[O:5]. The yield is 0.820.